Dataset: Reaction yield outcomes from USPTO patents with 853,638 reactions. Task: Predict the reaction yield, written as a fraction of the theoretical maximum amount of product (1.0 means a 100% yield; for example, 0.34 means a 34% yield). (1) The reactants are [H-].[Na+].[Br:3][C:4]1[CH:9]=[CH:8][C:7]([C:10]2[C:14]3[CH2:15][C:16]4[S:17][CH:18]=[CH:19][C:20]=4[C:13]=3[NH:12][N:11]=2)=[CH:6][CH:5]=1.[CH3:21][Si:22]([CH2:25][CH2:26][O:27][CH2:28]Cl)([CH3:24])[CH3:23]. The catalyst is C1COCC1. The product is [Br:3][C:4]1[CH:9]=[CH:8][C:7]([C:10]2[C:14]3[CH2:15][C:16]4[S:17][CH:18]=[CH:19][C:20]=4[C:13]=3[N:12]([CH2:28][O:27][CH2:26][CH2:25][Si:22]([CH3:24])([CH3:23])[CH3:21])[N:11]=2)=[CH:6][CH:5]=1. The yield is 0.690. (2) The reactants are [CH2:1]([C:3]1[NH:4][C:5](=[O:27])[C:6]([CH2:12][C:13]2[CH:18]=[CH:17][C:16]([C:19]3[C:20]([C:25]#[N:26])=[CH:21][CH:22]=[CH:23][CH:24]=3)=[CH:15][CH:14]=2)=[C:7]([CH2:9][CH2:10][CH3:11])[N:8]=1)[CH3:2].[CH2:28]([O:30][C:31]1[CH:36]=[CH:35][C:34](B(O)O)=[CH:33][CH:32]=1)[CH3:29].N1C=CC=CC=1.C(N(CC)CC)C. The catalyst is C(OCC)(=O)C.C([O-])(=O)C.[Cu+2].C([O-])(=O)C.ClCCl. The product is [CH2:1]([C:3]1[N:4]([C:34]2[CH:35]=[CH:36][C:31]([O:30][CH2:28][CH3:29])=[CH:32][CH:33]=2)[C:5](=[O:27])[C:6]([CH2:12][C:13]2[CH:18]=[CH:17][C:16]([C:19]3[C:20]([C:25]#[N:26])=[CH:21][CH:22]=[CH:23][CH:24]=3)=[CH:15][CH:14]=2)=[C:7]([CH2:9][CH2:10][CH3:11])[N:8]=1)[CH3:2]. The yield is 1.00. (3) The catalyst is CN(C)C=O. The yield is 0.200. The reactants are F[P-](F)(F)(F)(F)F.C[N+](C)=C(N(C)C)ON1C2N=CC=CC=2N=N1.[NH2:25][C:26]1[N:35]=[C:34]([N:36]2[CH2:41][CH2:40][N:39]([CH3:42])[CH2:38][CH2:37]2)[C:33]2[C:28](=[CH:29][C:30]([C:43]([OH:45])=O)=[CH:31][CH:32]=2)[N:27]=1.C(N(CC)C(C)C)(C)C.[C:55]1([C:69]2[CH:74]=[CH:73][CH:72]=[CH:71][CH:70]=2)[CH:60]=[CH:59][C:58]([CH2:61][CH:62]([C:64]2[S:65][CH:66]=[CH:67][N:68]=2)[NH2:63])=[CH:57][CH:56]=1. The product is [NH2:25][C:26]1[N:35]=[C:34]([N:36]2[CH2:41][CH2:40][N:39]([CH3:42])[CH2:38][CH2:37]2)[C:33]2[C:28](=[CH:29][C:30]([C:43]([NH:63][CH:62]([C:64]3[S:65][CH:66]=[CH:67][N:68]=3)[CH2:61][C:58]3[CH:57]=[CH:56][C:55]([C:69]4[CH:74]=[CH:73][CH:72]=[CH:71][CH:70]=4)=[CH:60][CH:59]=3)=[O:45])=[CH:31][CH:32]=2)[N:27]=1. (4) The reactants are Cl[C:2]1[C:7]([Cl:8])=[CH:6][N:5]=[C:4]([NH:9][C:10](=[O:15])[C:11]([CH3:14])([CH3:13])[CH3:12])[CH:3]=1.[CH3:16][N:17]1[CH2:22][CH2:21][CH:20]([NH2:23])[CH2:19][CH2:18]1. The catalyst is CN1C(=O)CCC1. The product is [Cl:8][C:7]1[C:2]([NH:23][CH:20]2[CH2:21][CH2:22][N:17]([CH3:16])[CH2:18][CH2:19]2)=[CH:3][C:4]([NH:9][C:10](=[O:15])[C:11]([CH3:14])([CH3:13])[CH3:12])=[N:5][CH:6]=1. The yield is 0.730. (5) The reactants are [CH2:1]([C:9](=[CH2:12])[CH:10]=[O:11])[CH2:2][C:3]1[CH:8]=[CH:7][CH:6]=[CH:5][CH:4]=1.Cl([O-])=[O:14].[Na+]. The catalyst is C(O)(C)(C)C.CC(=CC)C.O. The product is [C:3]1([CH2:2][CH2:1][C:9](=[CH2:12])[C:10]([OH:14])=[O:11])[CH:4]=[CH:5][CH:6]=[CH:7][CH:8]=1. The yield is 0.470.